Predict the reactants needed to synthesize the given product. From a dataset of Full USPTO retrosynthesis dataset with 1.9M reactions from patents (1976-2016). (1) Given the product [Cl:1][C:2]1[CH:3]=[C:4]([CH:16]=[CH:17][CH:18]=1)[O:5][C:6]1[C:11]([F:12])=[CH:10][C:9]([CH2:13][O:14][C:20]2[CH:31]=[C:24]3[N:25]([CH3:30])[C@H:26]([CH3:29])[CH2:27][CH2:28][N:23]3[C:22](=[O:32])[N:21]=2)=[CH:8][C:7]=1[F:15], predict the reactants needed to synthesize it. The reactants are: [Cl:1][C:2]1[CH:3]=[C:4]([CH:16]=[CH:17][CH:18]=1)[O:5][C:6]1[C:11]([F:12])=[CH:10][C:9]([CH2:13][OH:14])=[CH:8][C:7]=1[F:15].Cl[C:20]1[CH:31]=[C:24]2[N:25]([CH3:30])[C@H:26]([CH3:29])[CH2:27][CH2:28][N:23]2[C:22](=[O:32])[N:21]=1. (2) Given the product [NH2:22][C:19]1[CH:18]=[CH:17][C:16]([CH2:15][N:12]2[CH2:13][CH2:14][N:10]([CH2:9][C:8]3[CH:34]=[CH:35][C:5]([C:1]([CH3:2])([CH3:3])[CH3:4])=[CH:6][CH:7]=3)[C:11]2=[O:33])=[CH:21][CH:20]=1, predict the reactants needed to synthesize it. The reactants are: [C:1]([C:5]1[CH:35]=[CH:34][C:8]([CH2:9][N:10]2[CH2:14][CH2:13][N:12]([CH2:15][C:16]3[CH:21]=[CH:20][C:19]([N:22]4C(=O)C5C(=CC=CC=5)C4=O)=[CH:18][CH:17]=3)[C:11]2=[O:33])=[CH:7][CH:6]=1)([CH3:4])([CH3:3])[CH3:2].O.